From a dataset of Catalyst prediction with 721,799 reactions and 888 catalyst types from USPTO. Predict which catalyst facilitates the given reaction. (1) The catalyst class is: 2. Product: [C:28]1([CH2:34][CH2:35][CH2:36][CH2:37][CH2:38][O:39][C:40](=[O:41])[NH:17][C@@H:16]2[C:15](=[O:18])[NH:14][C@@H:13]2[CH3:12])[CH:33]=[CH:32][CH:31]=[CH:30][CH:29]=1. Reactant: C1(C)C=CC(S([O-])(=O)=O)=CC=1.[CH3:12][C@@H:13]1[C@H:16]([NH3+:17])[C:15](=[O:18])[NH:14]1.CCN(C(C)C)C(C)C.[C:28]1([CH2:34][CH2:35][CH2:36][CH2:37][CH2:38][O:39][C:40](N2C=CC=CC2=O)=[O:41])[CH:33]=[CH:32][CH:31]=[CH:30][CH:29]=1. (2) Reactant: S(Cl)(Cl)=O.[F:5][C:6]([F:23])([F:22])[C:7]1[CH:12]=[CH:11][C:10]([C:13]2[C:14]([C:19](O)=[O:20])=[CH:15][CH:16]=[CH:17][CH:18]=2)=[CH:9][CH:8]=1.[NH2:24][C:25]1[CH:30]=[CH:29][C:28]([N:31]2[CH2:36][CH2:35][CH:34]([CH:37]([C:42]3[CH:47]=[CH:46][CH:45]=[CH:44][CH:43]=3)[C:38]([O:40][CH3:41])=[O:39])[CH2:33][CH2:32]2)=[CH:27][CH:26]=1.CCN(C(C)C)C(C)C. Product: [C:42]1([CH:37]([CH:34]2[CH2:35][CH2:36][N:31]([C:28]3[CH:27]=[CH:26][C:25]([NH:24][C:19]([C:14]4[CH:15]=[CH:16][CH:17]=[CH:18][C:13]=4[C:10]4[CH:11]=[CH:12][C:7]([C:6]([F:5])([F:22])[F:23])=[CH:8][CH:9]=4)=[O:20])=[CH:30][CH:29]=3)[CH2:32][CH2:33]2)[C:38]([O:40][CH3:41])=[O:39])[CH:43]=[CH:44][CH:45]=[CH:46][CH:47]=1. The catalyst class is: 735.